Regression. Given a peptide amino acid sequence and an MHC pseudo amino acid sequence, predict their binding affinity value. This is MHC class II binding data. From a dataset of Peptide-MHC class II binding affinity with 134,281 pairs from IEDB. (1) The peptide sequence is DPRQGLAVLRKVKRVHHHHHH. The MHC is DRB1_0301 with pseudo-sequence DRB1_0301. The binding affinity (normalized) is 0.733. (2) The MHC is HLA-DPA10103-DPB10402 with pseudo-sequence HLA-DPA10103-DPB10402. The binding affinity (normalized) is 0.217. The peptide sequence is FLGCLVKEIPPRLLY. (3) The peptide sequence is TANVPPADKYKTLEA. The MHC is HLA-DQA10104-DQB10503 with pseudo-sequence HLA-DQA10104-DQB10503. The binding affinity (normalized) is 0. (4) The peptide sequence is EKKYFAATQFEPDAA. The MHC is HLA-DQA10501-DQB10301 with pseudo-sequence HLA-DQA10501-DQB10301. The binding affinity (normalized) is 0.0565. (5) The peptide sequence is FVGYLKPTTFMLKYD. The MHC is DRB5_0101 with pseudo-sequence DRB5_0101. The binding affinity (normalized) is 0.560. (6) The peptide sequence is PPPPQLGASPYKLGP. The MHC is HLA-DPA10301-DPB10402 with pseudo-sequence HLA-DPA10301-DPB10402. The binding affinity (normalized) is 0.0463.